Dataset: Reaction yield outcomes from USPTO patents with 853,638 reactions. Task: Predict the reaction yield, written as a fraction of the theoretical maximum amount of product (1.0 means a 100% yield; for example, 0.34 means a 34% yield). The reactants are Br[CH2:2][CH:3](OCC)OCC.[NH2:10][C:11]1[N:16]=[CH:15][C:14]([C:17]([O:19][CH3:20])=[O:18])=[CH:13][N:12]=1.Br. The catalyst is C(O)C. The product is [N:10]1[CH:2]=[CH:3][N:16]2[CH:15]=[C:14]([C:17]([O:19][CH3:20])=[O:18])[CH:13]=[N:12][C:11]=12. The yield is 0.870.